The task is: Regression. Given two drug SMILES strings and cell line genomic features, predict the synergy score measuring deviation from expected non-interaction effect.. This data is from NCI-60 drug combinations with 297,098 pairs across 59 cell lines. (1) Drug 1: CC1C(C(=O)NC(C(=O)N2CCCC2C(=O)N(CC(=O)N(C(C(=O)O1)C(C)C)C)C)C(C)C)NC(=O)C3=C4C(=C(C=C3)C)OC5=C(C(=O)C(=C(C5=N4)C(=O)NC6C(OC(=O)C(N(C(=O)CN(C(=O)C7CCCN7C(=O)C(NC6=O)C(C)C)C)C)C(C)C)C)N)C. Drug 2: CN(C(=O)NC(C=O)C(C(C(CO)O)O)O)N=O. Cell line: MALME-3M. Synergy scores: CSS=12.0, Synergy_ZIP=-4.13, Synergy_Bliss=-0.00227, Synergy_Loewe=-22.7, Synergy_HSA=-1.27. (2) Drug 1: CNC(=O)C1=NC=CC(=C1)OC2=CC=C(C=C2)NC(=O)NC3=CC(=C(C=C3)Cl)C(F)(F)F. Drug 2: CN(CC1=CN=C2C(=N1)C(=NC(=N2)N)N)C3=CC=C(C=C3)C(=O)NC(CCC(=O)O)C(=O)O. Cell line: ACHN. Synergy scores: CSS=27.8, Synergy_ZIP=2.36, Synergy_Bliss=2.08, Synergy_Loewe=-42.6, Synergy_HSA=1.27. (3) Drug 1: CC1=C(C=C(C=C1)C(=O)NC2=CC(=CC(=C2)C(F)(F)F)N3C=C(N=C3)C)NC4=NC=CC(=N4)C5=CN=CC=C5. Drug 2: CCN(CC)CCCC(C)NC1=C2C=C(C=CC2=NC3=C1C=CC(=C3)Cl)OC. Cell line: CAKI-1. Synergy scores: CSS=5.66, Synergy_ZIP=2.06, Synergy_Bliss=9.50, Synergy_Loewe=-2.86, Synergy_HSA=1.47.